This data is from Catalyst prediction with 721,799 reactions and 888 catalyst types from USPTO. The task is: Predict which catalyst facilitates the given reaction. (1) Reactant: [Br:1][C:2]1[CH:7]=[CH:6][C:5]([C@@H:8]([N:10]([CH2:18][CH2:19][CH2:20][C:21](=[N:28][S:29]([C:31]([CH3:34])([CH3:33])[CH3:32])=[O:30])[C:22]2[CH:27]=[CH:26][CH:25]=[CH:24][CH:23]=2)[C:11](=[O:17])[O:12][C:13]([CH3:16])([CH3:15])[CH3:14])[CH3:9])=[CH:4][CH:3]=1.[CH2:35]([Mg]Br)[CH:36]=[CH2:37]. Product: [Br:1][C:2]1[CH:3]=[CH:4][C:5]([C@@H:8]([N:10]([CH2:18][CH2:19][CH2:20][C:21]([NH:28][S:29]([C:31]([CH3:33])([CH3:32])[CH3:34])=[O:30])([C:22]2[CH:23]=[CH:24][CH:25]=[CH:26][CH:27]=2)[CH2:37][CH:36]=[CH2:35])[C:11](=[O:17])[O:12][C:13]([CH3:15])([CH3:14])[CH3:16])[CH3:9])=[CH:6][CH:7]=1. The catalyst class is: 598. (2) Reactant: [CH2:1]([C:3]1[C:8]([B:9]2[O:13][C:12]([CH3:15])(C)[C:11]([CH3:17])([CH3:16])[O:10]2)=[CH:7][CH:6]=[CH:5][C:4]=1[CH:18]1[CH2:23][CH2:22][NH:21][CH2:20][CH2:19]1)[CH3:2].C1CCN2C(=NCCC2)CC1.[C:35]([O:39][CH2:40][CH3:41])(=[O:38])[CH:36]=[CH2:37]. Product: [CH2:1]([C:3]1[C:8]([B:9]2[O:10][C:11]([CH3:16])([CH3:17])[CH:12]([CH3:15])[O:13]2)=[CH:7][CH:6]=[CH:5][C:4]=1[CH:18]1[CH2:23][CH2:22][N:21]([CH2:37][CH2:36][C:35]([O:39][CH2:40][CH3:41])=[O:38])[CH2:20][CH2:19]1)[CH3:2]. The catalyst class is: 10. (3) Reactant: [NH2:1][CH2:2][CH2:3][S:4][C:5]1[CH:6]=[C:7]([CH:27]=[C:28]([C:30]([F:33])([F:32])[F:31])[CH:29]=1)[C:8]([N:10]([C:12]1[CH:13]=[N:14][CH:15]=[CH:16][C:17]=1[C:18]1[CH:23]=[CH:22][C:21]([F:24])=[CH:20][C:19]=1[O:25][CH3:26])[CH3:11])=[O:9].CCN(C(C)C)C(C)C.[CH3:43][S:44](Cl)(=[O:46])=[O:45].[NH4+].[Cl-]. Product: [F:24][C:21]1[CH:22]=[CH:23][C:18]([C:17]2[CH:16]=[CH:15][N:14]=[CH:13][C:12]=2[N:10]([CH3:11])[C:8](=[O:9])[C:7]2[CH:27]=[C:28]([C:30]([F:32])([F:33])[F:31])[CH:29]=[C:5]([S:4][CH2:3][CH2:2][NH:1][S:44]([CH3:43])(=[O:46])=[O:45])[CH:6]=2)=[C:19]([O:25][CH3:26])[CH:20]=1. The catalyst class is: 2. (4) Reactant: [N+:1]([C:4]1[CH:12]=[C:11]2[C:7]([CH:8]=[C:9]([C:13]#[N:14])[NH:10]2)=[CH:6][CH:5]=1)([O-])=O.[N+](C1C=CC=C2C=1C=C(C#N)N2)([O-])=O. Product: [NH2:1][C:4]1[CH:12]=[C:11]2[C:7]([CH:8]=[C:9]([C:13]#[N:14])[NH:10]2)=[CH:6][CH:5]=1. The catalyst class is: 319. (5) Reactant: [Cl:1][C:2]1[CH:7]=[CH:6][C:5]([S:8]([NH:11][C@@H:12]2[CH2:17][CH2:16][CH2:15][CH2:14][C@@H:13]2[C:18]([NH2:20])=[O:19])(=[O:10])=[O:9])=[CH:4][CH:3]=1.Br[CH2:22][C:23]1[CH:28]=[CH:27][C:26]([S:29][C:30]([F:33])([F:32])[F:31])=[CH:25][CH:24]=1. Product: [Cl:1][C:2]1[CH:7]=[CH:6][C:5]([S:8]([N:11]([CH2:22][C:23]2[CH:28]=[CH:27][C:26]([S:29][C:30]([F:33])([F:31])[F:32])=[CH:25][CH:24]=2)[C@@H:12]2[CH2:17][CH2:16][CH2:15][CH2:14][C@@H:13]2[C:18]([NH2:20])=[O:19])(=[O:9])=[O:10])=[CH:4][CH:3]=1. The catalyst class is: 5.